Dataset: Forward reaction prediction with 1.9M reactions from USPTO patents (1976-2016). Task: Predict the product of the given reaction. Given the reactants Cl[C:2]1[N:7]=[C:6]2[CH2:8][N:9]([C:11]([C:13]3[CH:18]=[C:17]([S:19]([CH3:22])(=[O:21])=[O:20])[CH:16]=[CH:15][C:14]=3[O:23][C@@H:24]([CH3:29])[C:25]([F:28])([F:27])[F:26])=[O:12])[CH2:10][C:5]2=[CH:4][CH:3]=1.C([Sn](CCCC)(CCCC)[C:35]1[CH:40]=[CH:39][C:38]([F:41])=[CH:37][CH:36]=1)CCC, predict the reaction product. The product is: [F:41][C:38]1[CH:39]=[CH:40][C:35]([C:2]2[N:7]=[C:6]3[CH2:8][N:9]([C:11]([C:13]4[CH:18]=[C:17]([S:19]([CH3:22])(=[O:21])=[O:20])[CH:16]=[CH:15][C:14]=4[O:23][C@@H:24]([CH3:29])[C:25]([F:26])([F:27])[F:28])=[O:12])[CH2:10][C:5]3=[CH:4][CH:3]=2)=[CH:36][CH:37]=1.